Task: Predict the product of the given reaction.. Dataset: Forward reaction prediction with 1.9M reactions from USPTO patents (1976-2016) (1) Given the reactants [CH3:1][O:2][C:3](=[O:40])[CH2:4][CH2:5][CH2:6][CH2:7][CH2:8][CH2:9][CH2:10][CH2:11][C:12](=[O:39])[NH:13][C:14]1[CH:19]=[CH:18][CH:17]=[CH:16][C:15]=1[S:20](=[O:38])(=[O:37])[NH:21][C:22]([C@@:24]1([NH:29]C(OC(C)(C)C)=O)[CH2:26][C@H:25]1[CH:27]=[CH2:28])=[O:23].Cl, predict the reaction product. The product is: [CH3:1][O:2][C:3](=[O:40])[CH2:4][CH2:5][CH2:6][CH2:7][CH2:8][CH2:9][CH2:10][CH2:11][C:12](=[O:39])[NH:13][C:14]1[CH:19]=[CH:18][CH:17]=[CH:16][C:15]=1[S:20](=[O:38])(=[O:37])[NH:21][C:22]([C@@:24]1([NH2:29])[CH2:26][C@H:25]1[CH:27]=[CH2:28])=[O:23]. (2) Given the reactants [NH2:1][C:2]1[NH:6][N:5]=[C:4]([CH2:7][OH:8])[N:3]=1.CCO/[CH:12]=[C:13](/[CH:15]=O)\[CH3:14], predict the reaction product. The product is: [CH3:15][C:13]1[CH:12]=[N:1][C:2]2[N:6]([N:5]=[C:4]([CH2:7][OH:8])[N:3]=2)[CH:14]=1. (3) Given the reactants [Cl:1][C:2]1[CH:7]=[C:6]([Cl:8])[CH:5]=[CH:4][C:3]=1[C:9]1[C:10]([N+:16]([O-:18])=[O:17])=[N:11][CH:12]=[C:13](Br)[N:14]=1.[C:19]([NH:26][CH2:27][CH2:28][NH2:29])([O:21][C:22]([CH3:25])([CH3:24])[CH3:23])=[O:20].CCN(C(C)C)C(C)C, predict the reaction product. The product is: [Cl:1][C:2]1[CH:7]=[C:6]([Cl:8])[CH:5]=[CH:4][C:3]=1[C:9]1[N:14]=[C:13]([NH:29][CH2:28][CH2:27][NH:26][C:19](=[O:20])[O:21][C:22]([CH3:24])([CH3:23])[CH3:25])[CH:12]=[N:11][C:10]=1[N+:16]([O-:18])=[O:17]. (4) Given the reactants [F:1][C:2]1[CH:3]=[C:4]([SH:9])[CH:5]=[C:6]([F:8])[CH:7]=1.[Br:10][CH2:11][CH2:12][CH2:13]O.C(=O)([O-])[O-].[K+].[K+].[Br-].[Br-].C1(P(C2C=CC=CC=2)C2C=CC=CC=2)C=CC=CC=1, predict the reaction product. The product is: [Br:10][CH2:11][CH2:12][CH2:13][S:9][C:4]1[CH:3]=[C:2]([F:1])[CH:7]=[C:6]([F:8])[CH:5]=1. (5) Given the reactants P(Cl)(Cl)(Cl)=O.[CH3:6][N:7]([CH3:10])[CH:8]=O.C([O:13][CH:14](OCC)[CH2:15][O:16][C:17]1[CH:22]=[CH:21][C:20]([O:23][CH3:24])=[CH:19][CH:18]=1)C.C(=O)([O-])[O-].[K+].[K+], predict the reaction product. The product is: [CH3:6][N:7]([CH3:10])[CH:8]=[C:15]([O:16][C:17]1[CH:22]=[CH:21][C:20]([O:23][CH3:24])=[CH:19][CH:18]=1)[CH:14]=[O:13]. (6) Given the reactants [NH2:1][C:2]1[CH:3]=[CH:4][C:5]([O:13][CH:14]([C:21]2[CH:26]=[CH:25][CH:24]=[CH:23][CH:22]=2)[C:15]2[CH:20]=[CH:19][CH:18]=[CH:17][CH:16]=2)=[C:6]([C:8](=[O:12])[CH:9]([CH3:11])[CH3:10])[CH:7]=1.C(N(C(C)C)CC)(C)C.C1C(=O)N(OC(ON2C(=O)CCC2=O)=O)[C:38](=[O:39])C1.[NH2:54][C:55]1[CH:56]=[CH:57][C:58]([O:66][CH3:67])=[C:59]([NH:61][S:62]([CH3:65])(=[O:64])=[O:63])[CH:60]=1, predict the reaction product. The product is: [CH:14]([O:13][C:5]1[CH:4]=[CH:3][C:2]([NH:1][C:38]([NH:54][C:55]2[CH:56]=[CH:57][C:58]([O:66][CH3:67])=[C:59]([NH:61][S:62]([CH3:65])(=[O:64])=[O:63])[CH:60]=2)=[O:39])=[CH:7][C:6]=1[C:8](=[O:12])[CH:9]([CH3:10])[CH3:11])([C:15]1[CH:16]=[CH:17][CH:18]=[CH:19][CH:20]=1)[C:21]1[CH:22]=[CH:23][CH:24]=[CH:25][CH:26]=1. (7) Given the reactants Br[C:2]1[CH:7]=[CH:6][CH:5]=[CH:4][CH:3]=1.[CH2:8]([N:15]1[CH2:20][CH2:19][NH:18][C:17](=[O:21])[CH2:16]1)[C:9]1[CH:14]=[CH:13][CH:12]=[CH:11][CH:10]=1.C(=O)([O-])[O-].[K+].[K+], predict the reaction product. The product is: [CH2:8]([N:15]1[CH2:20][CH2:19][N:18]([C:2]2[CH:7]=[CH:6][CH:5]=[CH:4][CH:3]=2)[C:17](=[O:21])[CH2:16]1)[C:9]1[CH:10]=[CH:11][CH:12]=[CH:13][CH:14]=1.